From a dataset of Full USPTO retrosynthesis dataset with 1.9M reactions from patents (1976-2016). Predict the reactants needed to synthesize the given product. The reactants are: O[C:2]1[N:7]2[N:8]=[CH:9][CH:10]=[C:6]2[N:5]=[C:4]([CH3:11])[C:3]=1[CH2:12][C:13]([O:15][CH3:16])=[O:14].CN(C)C1C=CC=CC=1.P(Cl)(Cl)([Cl:28])=O. Given the product [Cl:28][C:2]1[N:7]2[N:8]=[CH:9][CH:10]=[C:6]2[N:5]=[C:4]([CH3:11])[C:3]=1[CH2:12][C:13]([O:15][CH3:16])=[O:14], predict the reactants needed to synthesize it.